Dataset: Full USPTO retrosynthesis dataset with 1.9M reactions from patents (1976-2016). Task: Predict the reactants needed to synthesize the given product. Given the product [CH3:42][N:10]([CH3:9])[CH2:11][CH2:12][CH2:13][O:14][CH2:15][C:16]1[NH:17][C:18]2[C:19]3[CH:41]=[CH:40][CH:39]=[CH:38][C:20]=3[S:21][C:22]3[CH:37]=[CH:36][CH:35]=[CH:34][C:23]=3[C:24]=2[N:25]=1, predict the reactants needed to synthesize it. The reactants are: Cl.CN(C)CCCCl.[CH3:9][N:10]([CH3:42])[CH2:11][CH2:12][CH2:13][O:14][CH2:15][C:16]1[N:25](COCC[Si](C)(C)C)[C:24]2[C:23]3[CH:34]=[CH:35][CH:36]=[CH:37][C:22]=3[S:21][C:20]3[CH:38]=[CH:39][CH:40]=[CH:41][C:19]=3[C:18]=2[N:17]=1.